From a dataset of Reaction yield outcomes from USPTO patents with 853,638 reactions. Predict the reaction yield, written as a fraction of the theoretical maximum amount of product (1.0 means a 100% yield; for example, 0.34 means a 34% yield). (1) The reactants are [CH3:1][O:2][CH2:3][CH:4]([NH:6][C:7]([C:9]1[CH:10]=[C:11]([C:16]2[CH:21]=[CH:20][C:19]([CH3:22])=[CH:18][CH:17]=2)[CH:12]=[C:13](I)[CH:14]=1)=[O:8])[CH3:5].[Li+].[Cl-].CCN(C(C)C)C(C)C.[C:34](OC(=O)C)(=[O:36])[CH3:35]. The catalyst is CN(C=O)C.CCOC(C)=O.C1C=CC(/C=C/C(/C=C/C2C=CC=CC=2)=O)=CC=1.C1C=CC(/C=C/C(/C=C/C2C=CC=CC=2)=O)=CC=1.C1C=CC(/C=C/C(/C=C/C2C=CC=CC=2)=O)=CC=1.[Pd].[Pd]. The product is [CH3:1][O:2][CH2:3][CH:4]([NH:6][C:7]([C:9]1[CH:10]=[C:11]([C:16]2[CH:21]=[CH:20][C:19]([CH3:22])=[CH:18][CH:17]=2)[CH:12]=[C:13]([C:34](=[O:36])[CH3:35])[CH:14]=1)=[O:8])[CH3:5]. The yield is 0.750. (2) The reactants are [NH2:1][C:2]1[CH:3]=[C:4]2[C:9](=[C:10]([C:12]([N:14]([CH3:16])[CH3:15])=[O:13])[CH:11]=1)[N:8]=[CH:7][C:6]([C:17]#[N:18])=[C:5]2[NH:19][C:20]1[CH:25]=[CH:24][C:23]([F:26])=[C:22]([Cl:27])[CH:21]=1.O[CH2:29][C:30]1[O:36][C:33]([CH:34]=[O:35])=[CH:32][CH:31]=1.[BH3-]C#N.[Na+]. No catalyst specified. The product is [Cl:27][C:22]1[CH:21]=[C:20]([NH:19][C:5]2[C:4]3[C:9](=[C:10]([C:12]([N:14]([CH3:15])[CH3:16])=[O:13])[CH:11]=[C:2]([NH:1][CH2:29][C:30]4[O:36][C:33]([CH2:34][OH:35])=[CH:32][CH:31]=4)[CH:3]=3)[N:8]=[CH:7][C:6]=2[C:17]#[N:18])[CH:25]=[CH:24][C:23]=1[F:26]. The yield is 0.120.